This data is from Forward reaction prediction with 1.9M reactions from USPTO patents (1976-2016). The task is: Predict the product of the given reaction. (1) The product is: [C:35]([NH:1][CH2:2][CH2:3][NH:4][C:5](=[O:34])[CH:6]([OH:33])[C:7]1[CH:12]=[CH:11][C:10]([C:13]2[N:17]=[C:16]([C:18]3[O:22][N:21]=[C:20]([C:23]4[CH:28]=[CH:27][CH:26]=[CH:25][CH:24]=4)[C:19]=3[C:29]([F:32])([F:31])[F:30])[O:15][N:14]=2)=[CH:9][CH:8]=1)(=[O:37])[CH3:36]. Given the reactants [NH2:1][CH2:2][CH2:3][NH:4][C:5](=[O:34])[CH:6]([OH:33])[C:7]1[CH:12]=[CH:11][C:10]([C:13]2[N:17]=[C:16]([C:18]3[O:22][N:21]=[C:20]([C:23]4[CH:28]=[CH:27][CH:26]=[CH:25][CH:24]=4)[C:19]=3[C:29]([F:32])([F:31])[F:30])[O:15][N:14]=2)=[CH:9][CH:8]=1.[C:35](O)(=[O:37])[CH3:36].CN(C(ON1N=NC2C=CC=NC1=2)=[N+](C)C)C.F[P-](F)(F)(F)(F)F.CN1CCOCC1, predict the reaction product. (2) The product is: [Cl:2][C:3]1[CH:4]=[C:5]2[C:9](=[CH:10][CH:11]=1)[NH:8][CH:7]=[C:6]2[CH2:12][CH2:13][NH:14][C:21]([C:20]1[S:19][C:18]([C:24]2[CH:25]=[CH:26][CH:27]=[CH:28][CH:29]=2)=[N:17][C:16]=1[CH3:15])=[O:22]. Given the reactants Cl.[Cl:2][C:3]1[CH:4]=[C:5]2[C:9](=[CH:10][CH:11]=1)[NH:8][CH:7]=[C:6]2[CH2:12][CH2:13][NH2:14].[CH3:15][C:16]1[N:17]=[C:18]([C:24]2[CH:29]=[CH:28][CH:27]=[CH:26][CH:25]=2)[S:19][C:20]=1[C:21](Cl)=[O:22].C(N(CC)CC)C.C(OCC)(=O)C, predict the reaction product. (3) Given the reactants C([N:8]1[C@@H:12]([C:13]([O:15][CH3:16])=[O:14])[CH2:11][CH2:10][C@H:9]1[C:17]([O:19][CH3:20])=[O:18])C1C=CC=CC=1.[C:29](O[C:29]([O:31][C:32]([CH3:35])([CH3:34])[CH3:33])=[O:30])([O:31][C:32]([CH3:35])([CH3:34])[CH3:33])=[O:30], predict the reaction product. The product is: [N:8]1([C:29]([O:31][C:32]([CH3:33])([CH3:34])[CH3:35])=[O:30])[C@@H:12]([C:13]([O:15][CH3:16])=[O:14])[CH2:11][CH2:10][C@H:9]1[C:17]([O:19][CH3:20])=[O:18].